From a dataset of Full USPTO retrosynthesis dataset with 1.9M reactions from patents (1976-2016). Predict the reactants needed to synthesize the given product. (1) Given the product [CH3:12][CH:13]1[O:18][CH:17]([CH3:19])[CH2:16][N:15]([C:20]([O:11][C:6]2[C:5]3[C:9](=[CH:10][C:2]([F:1])=[CH:3][CH:4]=3)[N:8]([C:20]([N:15]3[CH2:16][CH:17]([CH3:19])[O:18][CH:13]([CH3:12])[CH2:14]3)=[O:21])[N:7]=2)=[O:21])[CH2:14]1, predict the reactants needed to synthesize it. The reactants are: [F:1][C:2]1[CH:10]=[C:9]2[C:5]([C:6]([OH:11])=[N:7][NH:8]2)=[CH:4][CH:3]=1.[CH3:12][CH:13]1[O:18][CH:17]([CH3:19])[CH2:16][N:15]([C:20](Cl)=[O:21])[CH2:14]1. (2) Given the product [NH2:100][C:2]1[C:7]2[C:8]([C:23]#[C:24][C:25]3[CH:30]=[C:29]([O:31][CH3:32])[CH:28]=[C:27]([O:33][CH3:34])[CH:26]=3)=[CH:9][N:10]([C@H:11]3[CH2:15][CH2:14][N:13]([C:16]([O:18][C:19]([CH3:22])([CH3:21])[CH3:20])=[O:17])[CH2:12]3)[C:6]=2[CH:5]=[CH:4][N:3]=1, predict the reactants needed to synthesize it. The reactants are: Cl[C:2]1[C:7]2[C:8]([C:23]#[C:24][C:25]3[CH:30]=[C:29]([O:31][CH3:32])[CH:28]=[C:27]([O:33][CH3:34])[CH:26]=3)=[CH:9][N:10]([C@H:11]3[CH2:15][CH2:14][N:13]([C:16]([O:18][C:19]([CH3:22])([CH3:21])[CH3:20])=[O:17])[CH2:12]3)[C:6]=2[CH:5]=[CH:4][N:3]=1.C1(P(C2C=CC=CC=2)C2C=CC3C(=CC=CC=3)C=2C2C3C(=CC=CC=3)C=CC=2P(C2C=CC=CC=2)C2C=CC=CC=2)C=CC=CC=1.CC(C)([O-])C.[Na+].C(=[NH:100])(C1C=CC=CC=1)C1C=CC=CC=1. (3) Given the product [C:1]([NH:4][CH2:5][C:6]1[CH:7]=[CH:8][C:9]([C:12]2[N:21]=[C:20]([C:22]([N:31]3[CH2:30][CH2:29][C:28]4[C:33](=[CH:34][CH:35]=[C:36]([O:37][CH3:38])[C:27]=4[OH:26])[CH2:32]3)=[O:24])[C:19]3[C:14](=[CH:15][CH:16]=[CH:17][CH:18]=3)[N:13]=2)=[CH:10][CH:11]=1)(=[O:3])[CH3:2], predict the reactants needed to synthesize it. The reactants are: [C:1]([NH:4][CH2:5][C:6]1[CH:11]=[CH:10][C:9]([C:12]2[N:21]=[C:20]([C:22]([OH:24])=O)[C:19]3[C:14](=[CH:15][CH:16]=[CH:17][CH:18]=3)[N:13]=2)=[CH:8][CH:7]=1)(=[O:3])[CH3:2].Cl.[OH:26][C:27]1[C:36]([O:37][CH3:38])=[CH:35][CH:34]=[C:33]2[C:28]=1[CH2:29][CH2:30][NH:31][CH2:32]2.